From a dataset of Forward reaction prediction with 1.9M reactions from USPTO patents (1976-2016). Predict the product of the given reaction. (1) The product is: [C:43]([OH:50])(=[O:49])/[CH:44]=[CH:45]\[C:46]([OH:48])=[O:47].[C:43]([OH:50])(=[O:49])/[CH:44]=[CH:45]\[C:46]([OH:48])=[O:47].[NH2:4][C:5]1[N:13]=[C:12]([O:14][CH2:15][CH2:16][CH2:17][CH3:18])[N:11]=[C:10]2[C:6]=1[NH:7][C:8](=[O:32])[N:9]2[CH2:19][CH2:20][CH2:21][NH:22][CH2:23][CH2:24][CH2:25][N:26]1[CH2:27][CH2:28][O:29][CH2:30][CH2:31]1. Given the reactants Cl.Cl.Cl.[NH2:4][C:5]1[N:13]=[C:12]([O:14][CH2:15][CH2:16][CH2:17][CH3:18])[N:11]=[C:10]2[C:6]=1[NH:7][C:8](=[O:32])[N:9]2[CH2:19][CH2:20][CH2:21][NH:22][CH2:23][CH2:24][CH2:25][N:26]1[CH2:31][CH2:30][O:29][CH2:28][CH2:27]1.C(=O)([O-])[O-].[Na+].[Na+].C(Cl)(Cl)Cl.[C:43]([OH:50])(=[O:49])/[CH:44]=[CH:45]\[C:46]([OH:48])=[O:47], predict the reaction product. (2) Given the reactants Br[C:2]1[CH:7]=[CH:6][CH:5]=[CH:4][N:3]=1.[Cu]([C:11]#[N:12])C#N.CC[O:15]C(C)=O.[OH2:19].[CH3:20][N:21](C=O)C, predict the reaction product. The product is: [CH3:5][C:6]1[CH:7]=[CH:2][N:3]=[C:4]([C:20]#[N:21])[C:11]=1[N+:12]([O-:15])=[O:19]. (3) Given the reactants [CH3:1][C:2]1[CH:8]=[C:7]([C:9]2[N:14]=[C:13]([N:15]3[CH2:20][CH2:19][O:18][CH2:17][C@@H:16]3[CH3:21])[CH:12]=[C:11]([CH2:22][S:23]([CH3:26])(=[O:25])=[O:24])[N:10]=2)[CH:6]=[CH:5][C:3]=1[NH2:4].[C:27]1([N:33]=[C:34]=[O:35])[CH:32]=[CH:31][CH:30]=[CH:29][CH:28]=1, predict the reaction product. The product is: [CH3:1][C:2]1[CH:8]=[C:7]([C:9]2[N:14]=[C:13]([N:15]3[CH2:20][CH2:19][O:18][CH2:17][C@@H:16]3[CH3:21])[CH:12]=[C:11]([CH2:22][S:23]([CH3:26])(=[O:25])=[O:24])[N:10]=2)[CH:6]=[CH:5][C:3]=1[NH:4][C:34]([NH:33][C:27]1[CH:32]=[CH:31][CH:30]=[CH:29][CH:28]=1)=[O:35].